From a dataset of Forward reaction prediction with 1.9M reactions from USPTO patents (1976-2016). Predict the product of the given reaction. (1) The product is: [Cl:60][C:61]1[CH:68]=[CH:67][C:64]([CH2:65][NH:66][C:23]([C:16]2[CH:15]=[C:14]3[C:19]([C:20](=[O:21])[N:11]([C:6]4[CH:5]=[CH:4][C:3]([O:2][CH3:1])=[C:8]([O:9][CH3:10])[N:7]=4)[C:12](=[S:26])[NH:13]3)=[C:18]([CH3:22])[CH:17]=2)=[O:25])=[CH:63][CH:62]=1. Given the reactants [CH3:1][O:2][C:3]1[CH:4]=[CH:5][C:6]([N:11]2[C:20](=[O:21])[C:19]3[C:14](=[CH:15][C:16]([C:23]([OH:25])=O)=[CH:17][C:18]=3[CH3:22])[NH:13][C:12]2=[S:26])=[N:7][C:8]=1[O:9][CH3:10].CCN(C(C)C)C(C)C.CN(C(ON1N=NC2C=CC=NC1=2)=[N+](C)C)C.F[P-](F)(F)(F)(F)F.[Cl:60][C:61]1[CH:68]=[CH:67][C:64]([CH2:65][NH2:66])=[CH:63][CH:62]=1, predict the reaction product. (2) Given the reactants [Cl:1][C:2]1[CH:3]=[N:4][C:5]2[CH2:6][CH2:7][N:8]([C:12]3([CH3:28])[CH:17]=[C:16]([CH3:18])[C:15]([N+:19]([O-])=O)=[C:14]([N:22]4[CH2:26][CH2:25][C@@H:24]([F:27])[CH2:23]4)[NH:13]3)[CH2:9][C:10]=2[CH:11]=1.C([O-])=O.[NH4+].CCOC(C)=O, predict the reaction product. The product is: [Cl:1][C:2]1[CH:3]=[N:4][C:5]2[CH2:6][CH2:7][N:8]([C:12]3([CH3:28])[NH:13][C:14]([N:22]4[CH2:26][CH2:25][C@@H:24]([F:27])[CH2:23]4)=[C:15]([NH2:19])[C:16]([CH3:18])=[CH:17]3)[CH2:9][C:10]=2[CH:11]=1. (3) Given the reactants [H-].[Na+].[NH:3]1[C:11]2[C:6](=[CH:7][C:8]([NH:12][C:13]3[C:22]4[C:17](=[CH:18][C:19]([O:31][CH3:32])=[CH:20][C:21]=4[O:23][CH:24]4[CH2:29][CH2:28][N:27]([CH3:30])[CH2:26][CH2:25]4)[N:16]=[CH:15][N:14]=3)=[CH:9][CH:10]=2)[CH:5]=[CH:4]1.Cl[CH2:34][C:35]1[CH:42]=[CH:41][CH:40]=[CH:39][C:36]=1[C:37]#[N:38].O, predict the reaction product. The product is: [C:37]([C:36]1[CH:39]=[CH:40][CH:41]=[CH:42][C:35]=1[CH2:34][N:3]1[C:11]2[C:6](=[CH:7][C:8]([NH:12][C:13]3[C:22]4[C:17](=[CH:18][C:19]([O:31][CH3:32])=[CH:20][C:21]=4[O:23][CH:24]4[CH2:25][CH2:26][N:27]([CH3:30])[CH2:28][CH2:29]4)[N:16]=[CH:15][N:14]=3)=[CH:9][CH:10]=2)[CH:5]=[CH:4]1)#[N:38]. (4) Given the reactants [Mg].Br[CH:3]1[CH2:5][CH2:4]1.[C:6]([C:8]1[CH:13]=[CH:12][CH:11]=[CH:10][N:9]=1)#N.C([O:16]CC)C, predict the reaction product. The product is: [CH:3]1([C:6]([C:8]2[CH:13]=[CH:12][CH:11]=[CH:10][N:9]=2)=[O:16])[CH2:5][CH2:4]1.